This data is from Full USPTO retrosynthesis dataset with 1.9M reactions from patents (1976-2016). The task is: Predict the reactants needed to synthesize the given product. (1) Given the product [NH2:12][C:13]1[N:14]=[C:15]([N:24]2[CH2:25][CH2:26][N:27]([C:30](=[O:40])[CH2:31][O:32][C:33]3[CH:38]=[CH:37][C:36]([Cl:39])=[CH:35][CH:34]=3)[CH2:28][CH2:29]2)[C:16]2[N:22]=[C:21]([C:3]3[S:7][C:6]([C:8]([OH:10])=[O:9])=[CH:5][CH:4]=3)[CH:20]=[CH:19][C:17]=2[N:18]=1, predict the reactants needed to synthesize it. The reactants are: OB(O)[C:3]1[S:7][C:6]([C:8]([OH:10])=[O:9])=[CH:5][CH:4]=1.[NH2:12][C:13]1[N:14]=[C:15]([N:24]2[CH2:29][CH2:28][N:27]([C:30](=[O:40])[CH2:31][O:32][C:33]3[CH:38]=[CH:37][C:36]([Cl:39])=[CH:35][CH:34]=3)[CH2:26][CH2:25]2)[C:16]2[N:22]=[C:21](Cl)[CH:20]=[CH:19][C:17]=2[N:18]=1. (2) Given the product [CH3:26][O:27][CH2:28][C:29]([NH:25][C:23]1[CH:22]=[CH:21][C:20]2[N:16]([C:14]3[CH:13]=[N:12][CH:11]=[C:10]([NH:9][C@H:7]([C:1]4[CH:6]=[CH:5][CH:4]=[CH:3][CH:2]=4)[CH3:8])[N:15]=3)[CH:17]=[N:18][C:19]=2[CH:24]=1)=[O:30], predict the reactants needed to synthesize it. The reactants are: [C:1]1([C@@H:7]([NH:9][C:10]2[N:15]=[C:14]([N:16]3[C:20]4[CH:21]=[CH:22][C:23]([NH2:25])=[CH:24][C:19]=4[N:18]=[CH:17]3)[CH:13]=[N:12][CH:11]=2)[CH3:8])[CH:6]=[CH:5][CH:4]=[CH:3][CH:2]=1.[CH3:26][O:27][CH2:28][C:29](Cl)=[O:30]. (3) Given the product [CH3:20][C:19]1[C:12]2[C:11]([O:10][C:25]3[CH:30]=[CH:29][CH:28]=[CH:27][CH:26]=3)=[N:16][CH:15]=[N:14][C:13]=2[S:17][C:18]=1[C:21]([O:23][CH3:24])=[O:22], predict the reactants needed to synthesize it. The reactants are: N1C2C(=NC=CC=2)N([O:10][C:11]2[C:12]3[C:19]([CH3:20])=[C:18]([C:21]([O:23][CH3:24])=[O:22])[S:17][C:13]=3[N:14]=[CH:15][N:16]=2)N=1.[C:25]1(B(O)O)[CH:30]=[CH:29][CH:28]=[CH:27][CH:26]=1.C([O-])([O-])=O.[Cs+].[Cs+]. (4) Given the product [CH2:25]([C:19]1[CH:18]=[CH:17][C:7]([C:8]([O:10][CH2:11][CH2:12][Si:13]([CH3:14])([CH3:15])[CH3:16])=[O:9])=[C:6]([CH3:20])[C:5]=1[OH:4])[CH:24]=[CH2:23], predict the reactants needed to synthesize it. The reactants are: C([O:4][C:5]1[C:6]([CH3:20])=[C:7]([CH:17]=[CH:18][CH:19]=1)[C:8]([O:10][CH2:11][CH2:12][Si:13]([CH3:16])([CH3:15])[CH3:14])=[O:9])C=C.CN1C[CH2:25][CH2:24][C:23]1=O.